Dataset: Forward reaction prediction with 1.9M reactions from USPTO patents (1976-2016). Task: Predict the product of the given reaction. Given the reactants [F:1][C:2]([F:11])([F:10])[CH2:3][CH:4]1[CH2:8][NH:7][C:6](=O)[CH2:5]1.[H-].[H-].[H-].[H-].[Li+].[Al+3], predict the reaction product. The product is: [F:1][C:2]([F:11])([F:10])[CH2:3][CH:4]1[CH2:5][CH2:6][NH:7][CH2:8]1.